From a dataset of Reaction yield outcomes from USPTO patents with 853,638 reactions. Predict the reaction yield, written as a fraction of the theoretical maximum amount of product (1.0 means a 100% yield; for example, 0.34 means a 34% yield). (1) The reactants are [CH3:1][C:2]1[C:14]2[CH2:13][C:12]3[C:7](=[CH:8][CH:9]=[CH:10][CH:11]=3)[C:6]=2[CH:5]=[CH:4][CH:3]=1.[Li][CH2:16][CH2:17]CC.ICC. No catalyst specified. The product is [CH3:1][C:2]1[C:14]2[CH:13]([CH2:16][CH3:17])[C:12]3[C:7](=[CH:8][CH:9]=[CH:10][CH:11]=3)[C:6]=2[CH:5]=[CH:4][CH:3]=1. The yield is 0.950. (2) The reactants are [CH2:1]([O:3][C:4]([C:6]1[CH:7]=[C:8]2[C:13](=[CH:14][CH:15]=1)[NH:12][CH:11]([C:16]1[CH:21]=[C:20]([F:22])[CH:19]=[C:18](Br)[CH:17]=1)[C:10]([CH3:25])([CH3:24])[CH2:9]2)=[O:5])[CH3:2].[C:26]([C:28]1[CH:33]=[CH:32][C:31](B(O)O)=[CH:30][CH:29]=1)#[N:27].C(=O)([O-])[O-].[Na+].[Na+].C(OCC)(=O)C. The catalyst is O1CCOCC1.C1C=CC(P(C2C=CC=CC=2)C2C=CC=CC=2)=CC=1.C1C=CC(P(C2C=CC=CC=2)C2C=CC=CC=2)=CC=1.Cl[Pd]Cl. The product is [CH2:1]([O:3][C:4]([C:6]1[CH:7]=[C:8]2[C:13](=[CH:14][CH:15]=1)[NH:12][CH:11]([C:16]1[CH:17]=[C:18]([C:31]3[CH:32]=[CH:33][C:28]([C:26]#[N:27])=[CH:29][CH:30]=3)[CH:19]=[C:20]([F:22])[CH:21]=1)[C:10]([CH3:25])([CH3:24])[CH2:9]2)=[O:5])[CH3:2]. The yield is 0.350. (3) The reactants are CCCC.[C:5]1([S:11]([N:14]2[C:22]3[C:17](=[CH:18][C:19]([NH:23][C:24]4[C:33]5[C:28](=[CH:29][CH:30]=[C:31](I)[CH:32]=5)[N:27]=[CH:26][N:25]=4)=[CH:20][CH:21]=3)[CH:16]=[CH:15]2)(=[O:13])=[O:12])[CH:10]=[CH:9][CH:8]=[CH:7][CH:6]=1.[CH:35]([C:37]1[CH:42]=[CH:41][C:40](B(O)O)=[CH:39][CH:38]=1)=[O:36].C([O-])([O-])=O.[Na+].[Na+]. The catalyst is C1C=CC(C#N)=CC=1.C1C=CC(C#N)=CC=1.Cl[Pd]Cl.C1(C)C=CC=CC=1. The product is [C:5]1([S:11]([N:14]2[C:22]3[C:17](=[CH:18][C:19]([NH:23][C:24]4[C:33]5[C:28](=[CH:29][CH:30]=[C:31]([C:40]6[CH:41]=[CH:42][C:37]([CH:35]=[O:36])=[CH:38][CH:39]=6)[CH:32]=5)[N:27]=[CH:26][N:25]=4)=[CH:20][CH:21]=3)[CH:16]=[CH:15]2)(=[O:13])=[O:12])[CH:10]=[CH:9][CH:8]=[CH:7][CH:6]=1. The yield is 0.920. (4) The reactants are [NH2:1][C:2]1[CH:7]=[CH:6][C:5]([CH2:8][C:9]([O:11][CH2:12][CH3:13])=[O:10])=[CH:4][CH:3]=1.[CH3:14][C:15]1[C:19](/[CH:20]=[CH:21]/[C:22](O)=[O:23])=[C:18]([C:25]2[CH:30]=[CH:29][CH:28]=[CH:27][CH:26]=2)[O:17][N:16]=1.O.ON1C2C=CC=CC=2N=N1.Cl.C(N=C=NCCCN(C)C)C. The catalyst is O.CN(C)C=O. The product is [CH2:12]([O:11][C:9]([CH2:8][C:5]1[CH:4]=[CH:3][C:2]([NH:1][C:22](=[O:23])/[CH:21]=[CH:20]/[C:19]2[C:15]([CH3:14])=[N:16][O:17][C:18]=2[C:25]2[CH:26]=[CH:27][CH:28]=[CH:29][CH:30]=2)=[CH:7][CH:6]=1)=[O:10])[CH3:13]. The yield is 0.970. (5) The reactants are [H-].[Na+].[CH:3]1[C:8]([OH:9])=[CH:7][CH:6]=[CH:5][C:4]=1[CH3:10].Cl[C:12]1[CH:21]=[CH:20][C:19]2[C:14](=[C:15]([C:22]3[NH:30][C:29]4[CH2:28][CH2:27][NH:26][C:25](=[O:31])[C:24]=4[CH:23]=3)[CH:16]=[CH:17][CH:18]=2)[N:13]=1. The catalyst is CN(C=O)C. The product is [CH3:10][C:4]1[CH:3]=[C:8]([CH:7]=[CH:6][CH:5]=1)[O:9][C:12]1[CH:21]=[CH:20][C:19]2[C:14](=[C:15]([C:22]3[NH:30][C:29]4[CH2:28][CH2:27][NH:26][C:25](=[O:31])[C:24]=4[CH:23]=3)[CH:16]=[CH:17][CH:18]=2)[N:13]=1. The yield is 0.0940.